Regression. Given two drug SMILES strings and cell line genomic features, predict the synergy score measuring deviation from expected non-interaction effect. From a dataset of NCI-60 drug combinations with 297,098 pairs across 59 cell lines. Drug 2: C1=CC(=CC=C1CC(C(=O)O)N)N(CCCl)CCCl.Cl. Cell line: MDA-MB-435. Synergy scores: CSS=6.50, Synergy_ZIP=-1.44, Synergy_Bliss=2.88, Synergy_Loewe=-13.3, Synergy_HSA=-2.35. Drug 1: C1=CC(=C2C(=C1NCCNCCO)C(=O)C3=C(C=CC(=C3C2=O)O)O)NCCNCCO.